From a dataset of Full USPTO retrosynthesis dataset with 1.9M reactions from patents (1976-2016). Predict the reactants needed to synthesize the given product. (1) Given the product [CH3:37][O:36][C:34](=[O:35])[CH2:33][C:30]1[CH:29]=[CH:28][C:27]([CH2:26][CH:20]2[CH2:21][N:22]([CH3:25])[CH2:23][CH2:24][N:19]2[CH2:18][CH2:17][CH2:16][N:6]2[C:5](=[O:38])[NH:4][C:3]3[C:7]2=[N:8][C:9]([O:11][CH2:12][CH2:13][CH2:14][CH3:15])=[N:10][C:2]=3[NH2:1])=[CH:32][CH:31]=1, predict the reactants needed to synthesize it. The reactants are: [NH2:1][C:2]1[N:10]=[C:9]([O:11][CH2:12][CH2:13][CH2:14][CH3:15])[N:8]=[C:7]2[C:3]=1[N:4]=[C:5]([O:38]C)[N:6]2[CH2:16][CH2:17][CH2:18][N:19]1[CH2:24][CH2:23][N:22]([CH3:25])[CH2:21][CH:20]1[CH2:26][C:27]1[CH:32]=[CH:31][C:30]([CH2:33][C:34]([O:36][CH3:37])=[O:35])=[CH:29][CH:28]=1.Cl.O1CCOCC1.Cl.CO. (2) Given the product [Cl:51][C:15]1[C:16](=[O:29])[C:17]2[C:18]([OH:28])=[C:19]3[C:10](=[CH:11][C:12]=2[C:13](=[O:43])[C:14]=1[NH:30][C@@H:31]1[C@H:36]([O:37][CH3:38])[C@H:35]([OH:39])[C@@H:34]([O:40][CH3:41])[C@H:33]([CH3:42])[O:32]1)[C:9](=[O:44])[C@:8]1([OH:45])[C@@:21]([O:25][CH3:26])([C@H:22]([OH:24])[CH2:23][C:6]2[CH:5]=[C:4]([CH3:46])[C:3]([C:47]([O:49][CH3:50])=[O:48])=[C:2]([OH:1])[C:7]=21)[C:20]3=[O:27], predict the reactants needed to synthesize it. The reactants are: [OH:1][C:2]1[C:7]2[C@@:8]3([OH:45])[C@@:21]([O:25][CH3:26])([C@H:22]([OH:24])[CH2:23][C:6]=2[CH:5]=[C:4]([CH3:46])[C:3]=1[C:47]([O:49][CH3:50])=[O:48])[C:20](=[O:27])[C:19]1[C:10](=[CH:11][C:12]2[C:13](=[O:43])[C:14]([NH:30][C@@H:31]4[C@H:36]([O:37][CH3:38])[C@H:35]([OH:39])[C@@H:34]([O:40][CH3:41])[C@H:33]([CH3:42])[O:32]4)=[CH:15][C:16](=[O:29])[C:17]=2[C:18]=1[OH:28])[C:9]3=[O:44].[Cl:51]N1C(=O)CCC1=O.C(OOC(=O)C1C=CC=CC=1)(=O)C1C=CC=CC=1. (3) Given the product [CH:22]1([C:3]2[C:4]3[C:9](=[CH:8][C:7]([C:10]([O:12][CH3:13])=[O:11])=[CH:6][CH:5]=3)[NH:1][CH:2]=2)[CH2:21][CH2:20][CH2:19][CH:18]=[CH:17]1, predict the reactants needed to synthesize it. The reactants are: [NH:1]1[C:9]2[C:4](=[CH:5][CH:6]=[C:7]([C:10]([O:12][CH3:13])=[O:11])[CH:8]=2)[CH:3]=[CH:2]1.[H-].[Li+].Br[CH:17]1[CH2:22][CH2:21][CH2:20][CH:19]=[CH:18]1.CCOC(C)=O. (4) Given the product [CH3:24][C@@H:17]1[CH2:18][N:19]([C:22]2[O:6][N:5]=[C:3]([C:2]([F:8])([F:7])[F:1])[N:4]=2)[CH2:20][CH2:21][N:16]1[C:13]1[N:12]=[CH:11][C:10]([OH:9])=[CH:15][N:14]=1, predict the reactants needed to synthesize it. The reactants are: [F:1][C:2]([F:8])([F:7])/[C:3](=[N:5]/[OH:6])/[NH2:4].[OH:9][C:10]1[CH:11]=[N:12][C:13]([N:16]2[CH2:21][CH2:20][N:19]([C:22]#N)[CH2:18][C@H:17]2[CH3:24])=[N:14][CH:15]=1. (5) Given the product [CH3:18][C@@:8]1([C:4]2[CH:5]=[CH:6][CH:7]=[C:2]([C:23]3[CH:24]=[N:19][CH:20]=[N:21][CH:22]=3)[CH:3]=2)[CH2:13][N:12]2[CH:14]=[CH:15][N:16]=[C:11]2[C:10]([NH2:17])=[N:9]1, predict the reactants needed to synthesize it. The reactants are: Br[C:2]1[CH:3]=[C:4]([C@:8]2([CH3:18])[CH2:13][N:12]3[CH:14]=[CH:15][N:16]=[C:11]3[C:10]([NH2:17])=[N:9]2)[CH:5]=[CH:6][CH:7]=1.[N:19]1[CH:24]=[C:23](B(O)O)[CH:22]=[N:21][CH:20]=1.C(=O)([O-])[O-].[K+].[K+]. (6) The reactants are: [CH3:1][O:2][N:3]=[C:4]1[C:8]2[CH:9]=[CH:10][CH:11]=[CH:12][C:7]=2[O:6][C:5]1=[O:13].[NH3:14]. Given the product [OH:6][C:7]1[CH:12]=[CH:11][CH:10]=[CH:9][C:8]=1[C:4](=[N:3][O:2][CH3:1])[C:5]([NH2:14])=[O:13], predict the reactants needed to synthesize it.